This data is from NCI-60 drug combinations with 297,098 pairs across 59 cell lines. The task is: Regression. Given two drug SMILES strings and cell line genomic features, predict the synergy score measuring deviation from expected non-interaction effect. (1) Drug 1: C1=C(C(=O)NC(=O)N1)N(CCCl)CCCl. Drug 2: C1=NC(=NC(=O)N1C2C(C(C(O2)CO)O)O)N. Cell line: IGROV1. Synergy scores: CSS=28.4, Synergy_ZIP=5.45, Synergy_Bliss=1.22, Synergy_Loewe=0.983, Synergy_HSA=1.53. (2) Drug 1: CN(C)C1=NC(=NC(=N1)N(C)C)N(C)C. Drug 2: CC12CCC3C(C1CCC2OP(=O)(O)O)CCC4=C3C=CC(=C4)OC(=O)N(CCCl)CCCl.[Na+]. Cell line: OVCAR-4. Synergy scores: CSS=-6.55, Synergy_ZIP=1.20, Synergy_Bliss=-1.63, Synergy_Loewe=-6.53, Synergy_HSA=-4.98. (3) Drug 1: CC(C1=C(C=CC(=C1Cl)F)Cl)OC2=C(N=CC(=C2)C3=CN(N=C3)C4CCNCC4)N. Drug 2: COC1=NC(=NC2=C1N=CN2C3C(C(C(O3)CO)O)O)N. Cell line: UACC-257. Synergy scores: CSS=1.24, Synergy_ZIP=0.958, Synergy_Bliss=1.55, Synergy_Loewe=-1.56, Synergy_HSA=-0.740. (4) Cell line: KM12. Synergy scores: CSS=31.8, Synergy_ZIP=-0.565, Synergy_Bliss=3.47, Synergy_Loewe=12.0, Synergy_HSA=11.8. Drug 2: CC1=CC=C(C=C1)C2=CC(=NN2C3=CC=C(C=C3)S(=O)(=O)N)C(F)(F)F. Drug 1: CN(C)C1=NC(=NC(=N1)N(C)C)N(C)C. (5) Drug 1: C(CN)CNCCSP(=O)(O)O. Drug 2: B(C(CC(C)C)NC(=O)C(CC1=CC=CC=C1)NC(=O)C2=NC=CN=C2)(O)O. Cell line: HOP-62. Synergy scores: CSS=61.5, Synergy_ZIP=4.83, Synergy_Bliss=5.58, Synergy_Loewe=-56.4, Synergy_HSA=5.40. (6) Drug 1: COC1=CC(=CC(=C1O)OC)C2C3C(COC3=O)C(C4=CC5=C(C=C24)OCO5)OC6C(C(C7C(O6)COC(O7)C8=CC=CS8)O)O. Drug 2: CS(=O)(=O)CCNCC1=CC=C(O1)C2=CC3=C(C=C2)N=CN=C3NC4=CC(=C(C=C4)OCC5=CC(=CC=C5)F)Cl. Cell line: CCRF-CEM. Synergy scores: CSS=63.5, Synergy_ZIP=6.01, Synergy_Bliss=8.30, Synergy_Loewe=-20.6, Synergy_HSA=6.93. (7) Drug 1: C1=CC(=CC=C1CC(C(=O)O)N)N(CCCl)CCCl.Cl. Drug 2: CCC1(CC2CC(C3=C(CCN(C2)C1)C4=CC=CC=C4N3)(C5=C(C=C6C(=C5)C78CCN9C7C(C=CC9)(C(C(C8N6C=O)(C(=O)OC)O)OC(=O)C)CC)OC)C(=O)OC)O.OS(=O)(=O)O. Cell line: MDA-MB-435. Synergy scores: CSS=22.1, Synergy_ZIP=-4.78, Synergy_Bliss=0.917, Synergy_Loewe=-39.0, Synergy_HSA=-2.52.